This data is from Forward reaction prediction with 1.9M reactions from USPTO patents (1976-2016). The task is: Predict the product of the given reaction. Given the reactants [Cl:1][C:2]1[CH:3]=[C:4]2[C:8](=[C:9]([Cl:11])[CH:10]=1)[N:7]([C:12]1[C:17](I)=[C:16]([NH:19][CH:20]([CH2:23][CH3:24])[CH2:21][CH3:22])[N:15]=[C:14]([CH3:25])[N:13]=1)[CH2:6][CH2:5]2.[C:26]([Cu])#[N:27].[C-]#N.[Na+].[NH4+].[Cl-].[NH4+].[OH-], predict the reaction product. The product is: [C:26]([C:17]1[C:12]([N:7]2[C:8]3[C:4](=[CH:3][C:2]([Cl:1])=[CH:10][C:9]=3[Cl:11])[CH2:5][CH2:6]2)=[N:13][C:14]([CH3:25])=[N:15][C:16]=1[NH:19][CH:20]([CH2:23][CH3:24])[CH2:21][CH3:22])#[N:27].